From a dataset of Full USPTO retrosynthesis dataset with 1.9M reactions from patents (1976-2016). Predict the reactants needed to synthesize the given product. (1) Given the product [C:37]([O:36][C:34]([N:23]([C@@H:17]1[CH2:16][C:15]2[CH:14]=[C:13]([O:12][C:10]3[CH:9]=[C:4]([CH:3]=[C:2]([NH:1][C:43]([NH:42][CH3:41])=[O:44])[CH:11]=3)[C:5]([O:7][CH3:8])=[O:6])[CH:22]=[CH:21][C:20]=2[CH2:19][CH2:18]1)[CH2:24][C@@H:25]([C:27]1[CH:32]=[CH:31][CH:30]=[C:29]([Cl:33])[CH:28]=1)[OH:26])=[O:35])([CH3:40])([CH3:39])[CH3:38], predict the reactants needed to synthesize it. The reactants are: [NH2:1][C:2]1[CH:3]=[C:4]([CH:9]=[C:10]([O:12][C:13]2[CH:22]=[CH:21][C:20]3[CH2:19][CH2:18][C@H:17]([N:23]([C:34]([O:36][C:37]([CH3:40])([CH3:39])[CH3:38])=[O:35])[CH2:24][C@@H:25]([C:27]4[CH:32]=[CH:31][CH:30]=[C:29]([Cl:33])[CH:28]=4)[OH:26])[CH2:16][C:15]=3[CH:14]=2)[CH:11]=1)[C:5]([O:7][CH3:8])=[O:6].[CH3:41][N:42]=[C:43]=[O:44].C(N(CC)C(C)C)(C)C.N. (2) Given the product [C:1]1([C:7]2[C:12]([C:13]([OH:15])=[O:14])=[CH:11][N:10]=[CH:9][CH:8]=2)[CH:2]=[CH:3][CH:4]=[CH:5][CH:6]=1, predict the reactants needed to synthesize it. The reactants are: [C:1]1([C:7]2[C:12]([C:13]([O:15]C)=[O:14])=[CH:11][N:10]=[CH:9][CH:8]=2)[CH:6]=[CH:5][CH:4]=[CH:3][CH:2]=1.[OH-].[Na+].Cl. (3) Given the product [C:2]1([NH:1][C:9]([NH2:10])=[O:8])[CH:7]=[CH:6][CH:5]=[CH:4][CH:3]=1, predict the reactants needed to synthesize it. The reactants are: [NH2:1][C:2]1[CH:7]=[CH:6][CH:5]=[CH:4][CH:3]=1.[O-:8][C:9]#[N:10].[K+]. (4) Given the product [CH3:1][N:2]([CH2:22][C@@H:23]1[C:26]2[CH:27]=[C:28]([O:33][CH3:34])[C:29]([O:31][CH3:32])=[CH:30][C:25]=2[CH2:24]1)[CH2:3][CH2:4][CH2:5][N:6]1[C:16](=[O:17])[CH2:15][C:14]2[C:9](=[CH:10][C:11]([O:20][CH3:21])=[C:12]([O:18][CH3:19])[CH:13]=2)[CH2:8][CH2:7]1.[C:35]([O-:40])(=[O:39])[C:36]([O-:38])=[O:37], predict the reactants needed to synthesize it. The reactants are: [CH3:1][N:2]([CH2:22][C@@H:23]1[C:26]2[CH:27]=[C:28]([O:33][CH3:34])[C:29]([O:31][CH3:32])=[CH:30][C:25]=2[CH2:24]1)[CH2:3][CH2:4][CH2:5][N:6]1[C:16](=[O:17])[CH2:15][C:14]2[C:9](=[CH:10][C:11]([O:20][CH3:21])=[C:12]([O:18][CH3:19])[CH:13]=2)[CH2:8][CH2:7]1.[C:35]([OH:40])(=[O:39])[C:36]([OH:38])=[O:37].